Dataset: Catalyst prediction with 721,799 reactions and 888 catalyst types from USPTO. Task: Predict which catalyst facilitates the given reaction. Reactant: Cl[CH2:2][C:3]([NH:5][C:6]1[CH:21]=[CH:20][C:9]([CH2:10][CH2:11][NH:12][C:13](=[O:19])[O:14][C:15]([CH3:18])([CH3:17])[CH3:16])=[CH:8][CH:7]=1)=[O:4].[CH2:22]([NH:29][CH2:30][C:31]1[CH:36]=[CH:35][CH:34]=[CH:33][CH:32]=1)[C:23]1[CH:28]=[CH:27][CH:26]=[CH:25][CH:24]=1.CCN(C(C)C)C(C)C. Product: [CH2:30]([N:29]([CH2:22][C:23]1[CH:28]=[CH:27][CH:26]=[CH:25][CH:24]=1)[CH2:2][C:3]([NH:5][C:6]1[CH:21]=[CH:20][C:9]([CH2:10][CH2:11][NH:12][C:13](=[O:19])[O:14][C:15]([CH3:18])([CH3:17])[CH3:16])=[CH:8][CH:7]=1)=[O:4])[C:31]1[CH:36]=[CH:35][CH:34]=[CH:33][CH:32]=1. The catalyst class is: 23.